Dataset: Full USPTO retrosynthesis dataset with 1.9M reactions from patents (1976-2016). Task: Predict the reactants needed to synthesize the given product. (1) Given the product [CH2:47]([NH:49][C:50]([NH:52][C:53]1[CH:54]=[CH:55][C:56]([C:59]2[N:60]=[C:61]([N:69]3[CH2:70][CH2:71][O:72][CH2:73][CH2:74]3)[C:62]3[CH2:68][CH2:67][N:66]([C:8]([C:3]4[C:2]([CH3:1])=[N:7][CH:6]=[CH:5][N:4]=4)=[O:10])[CH2:65][C:63]=3[N:64]=2)=[CH:57][CH:58]=1)=[O:51])[CH3:48], predict the reactants needed to synthesize it. The reactants are: [CH3:1][C:2]1[C:3]([C:8]([OH:10])=O)=[N:4][CH:5]=[CH:6][N:7]=1.CN(C)C=O.ON1C2C=CC=CC=2N=N1.Cl.CN(C)CCCN=C=NCC.C(N(CC)C(C)C)(C)C.[CH2:47]([NH:49][C:50]([NH:52][C:53]1[CH:58]=[CH:57][C:56]([C:59]2[N:60]=[C:61]([N:69]3[CH2:74][CH2:73][O:72][CH2:71][CH2:70]3)[C:62]3[CH2:68][CH2:67][NH:66][CH2:65][C:63]=3[N:64]=2)=[CH:55][CH:54]=1)=[O:51])[CH3:48]. (2) Given the product [Cl:25][C:16]1[C:15]2=[CH:22][N:12]([C:3]3[C:2]([Cl:1])=[CH:7][C:6]([N+:8]([O-:10])=[O:9])=[CH:5][C:4]=3[Cl:11])[N:13]=[C:14]2[C:19]([F:20])=[CH:18][N:17]=1, predict the reactants needed to synthesize it. The reactants are: [Cl:1][C:2]1[CH:7]=[C:6]([N+:8]([O-:10])=[O:9])[CH:5]=[C:4]([Cl:11])[C:3]=1[N:12]1[CH:22]=[C:15]2[CH:16]=[N+:17]([O-])[CH:18]=[C:19]([F:20])[C:14]2=[N:13]1.P(Cl)(Cl)([Cl:25])=O.